Dataset: Full USPTO retrosynthesis dataset with 1.9M reactions from patents (1976-2016). Task: Predict the reactants needed to synthesize the given product. (1) Given the product [Br:21][C:17]1[CH:16]=[C:15]([C:13]([C:3]2[CH:8]=[CH:7][C:6]3[O:9][CH2:10][O:11][C:5]=3[CH:4]=2)=[CH2:12])[CH:20]=[CH:19][CH:18]=1, predict the reactants needed to synthesize it. The reactants are: [Mg].Br[C:3]1[CH:8]=[CH:7][C:6]2[O:9][CH2:10][O:11][C:5]=2[CH:4]=1.[CH3:12][C:13]([C:15]1[CH:20]=[CH:19][CH:18]=[C:17]([Br:21])[CH:16]=1)=O. (2) Given the product [I-:19].[CH3:1][C:2]1[N:9]2[C:5](=[N+:6]([CH3:18])[C:7]3[CH:13]=[CH:12][C:11]([C:14]([F:17])([F:15])[F:16])=[CH:10][C:8]=32)[S:4][CH:3]=1, predict the reactants needed to synthesize it. The reactants are: [CH3:1][C:2]1[N:9]2[C:5](=[N:6][C:7]3[CH:13]=[CH:12][C:11]([C:14]([F:17])([F:16])[F:15])=[CH:10][C:8]=32)[S:4][CH:3]=1.[CH3:18][I:19].